Dataset: Forward reaction prediction with 1.9M reactions from USPTO patents (1976-2016). Task: Predict the product of the given reaction. (1) Given the reactants [Br:1][C:2]1[N:3]=[C:4]([S:12][CH3:13])[C:5]2[N:6]([C:8](I)=[CH:9][N:10]=2)[CH:7]=1.[CH:14]1([NH:17][C:18]([C:20]2[CH:25]=[CH:24][C:23](B(O)O)=[CH:22][CH:21]=2)=[O:19])[CH2:16][CH2:15]1.O, predict the reaction product. The product is: [Br:1][C:2]1[N:3]=[C:4]([S:12][CH3:13])[C:5]2[N:6]([C:8]([C:23]3[CH:24]=[CH:25][C:20]([C:18]([NH:17][CH:14]4[CH2:15][CH2:16]4)=[O:19])=[CH:21][CH:22]=3)=[CH:9][N:10]=2)[CH:7]=1. (2) Given the reactants [NH:1]1[CH2:6][CH2:5][CH2:4][CH2:3][CH2:2]1.F[C:8]1[CH:17]=[CH:16][C:11]([C:12]([O:14][CH3:15])=[O:13])=[CH:10][C:9]=1[N+:18]([O-:20])=[O:19], predict the reaction product. The product is: [N+:18]([C:9]1[CH:10]=[C:11]([CH:16]=[CH:17][C:8]=1[N:1]1[CH2:6][CH2:5][CH2:4][CH2:3][CH2:2]1)[C:12]([O:14][CH3:15])=[O:13])([O-:20])=[O:19]. (3) Given the reactants [F:1][C:2]1[C:3]([C:9]2[C:17]3[C:12](=[N:13][CH:14]=[CH:15][CH:16]=3)[NH:11][N:10]=2)=[N:4][C:5](F)=[CH:6][CH:7]=1.[CH3:18][N:19]1[CH2:24][CH2:23][NH:22][CH2:21][CH2:20]1.CCN(C(C)C)C(C)C, predict the reaction product. The product is: [F:1][C:2]1[C:3]([C:9]2[C:17]3[C:12](=[N:13][CH:14]=[CH:15][CH:16]=3)[NH:11][N:10]=2)=[N:4][C:5]([N:22]2[CH2:23][CH2:24][N:19]([CH3:18])[CH2:20][CH2:21]2)=[CH:6][CH:7]=1. (4) The product is: [Br:1][C:2]1[CH:3]=[CH:4][C:5]([F:11])=[C:6]([CH2:8][CH2:9][N:26]2[CH2:27][CH2:28][N:23]([C:19]3[CH:18]=[CH:17][CH:16]=[C:15]4[C:20]=3[CH:21]=[CH:22][C:13]([CH3:12])=[N:14]4)[CH2:24][CH2:25]2)[CH:7]=1. Given the reactants [Br:1][C:2]1[CH:3]=[CH:4][C:5]([F:11])=[C:6]([CH2:8][CH:9]=O)[CH:7]=1.[CH3:12][C:13]1[CH:22]=[CH:21][C:20]2[C:15](=[CH:16][CH:17]=[CH:18][C:19]=2[N:23]2[CH2:28][CH2:27][NH:26][CH2:25][CH2:24]2)[N:14]=1.C(O[BH-](OC(=O)C)OC(=O)C)(=O)C.[Na+], predict the reaction product. (5) Given the reactants [CH3:1][N:2]1[C@@H:18]2[CH2:19][C:7]3[CH:8]=[CH:9][C:10]([O:21][CH3:22])=[C:11]4[O:12][C@H:13]5[C@@H:14]([OH:20])[CH:15]=[CH:16][C@@H:17]2[C@:5]5([C:6]=34)[CH2:4][CH2:3]1, predict the reaction product. The product is: [CH3:1][N:2]1[C@@H:18]2[CH2:19][C:7]3[CH:8]=[CH:9][C:10]([O:21][CH3:22])=[C:11]4[O:12][C@H:13]5[C:14]([CH2:15][CH2:16][C@@H:17]2[C@:5]5([C:6]=34)[CH2:4][CH2:3]1)=[O:20]. (6) Given the reactants [N+:1]([C:4]1[CH:10]=[CH:9][C:7]([NH2:8])=[CH:6][CH:5]=1)([O-:3])=[O:2].C(N(CC)CC)C.[C:18](Cl)(=[O:22])[C:19]([CH3:21])=[CH2:20], predict the reaction product. The product is: [N+:1]([C:4]1[CH:10]=[CH:9][C:7]([NH:8][C:18](=[O:22])[C:19]([CH3:21])=[CH2:20])=[CH:6][CH:5]=1)([O-:3])=[O:2]. (7) Given the reactants [N+:1]([C:4]1[C:5]([NH:10][NH2:11])=[N:6][CH:7]=[CH:8][CH:9]=1)([O-:3])=[O:2].C(N(CC)CC)C.C[O:20][C:21](=O)[N:22]=[C:23](SC)[C:24]([C:38]1[CH:43]=[C:42]([CH3:44])[N:41]=[C:40]([O:45][CH3:46])[CH:39]=1)=[N:25][C:26]1[CH:31]=[CH:30][C:29]([C:32]2[N:36]=[C:35]([CH3:37])[O:34][N:33]=2)=[CH:28][CH:27]=1, predict the reaction product. The product is: [N+:1]([C:4]1[C:5]([N:10]2[C:21](=[O:20])[NH:22][C:23]([CH:24]([C:38]3[CH:43]=[C:42]([CH3:44])[N:41]=[C:40]([O:45][CH3:46])[CH:39]=3)[NH:25][C:26]3[CH:31]=[CH:30][C:29]([C:32]4[N:36]=[C:35]([CH3:37])[O:34][N:33]=4)=[CH:28][CH:27]=3)=[N:11]2)=[N:6][CH:7]=[CH:8][CH:9]=1)([O-:3])=[O:2]. (8) Given the reactants [CH3:1][N:2]1[CH:6]=[CH:5][C:4]([C:7]([O:9][CH2:10][CH3:11])=[O:8])=[C:3]1[CH3:12].Br[C:14]1[CH:21]=[C:20]([Cl:22])[CH:19]=[CH:18][C:15]=1[CH:16]=[O:17].C([O-])(=O)C.[K+].C, predict the reaction product. The product is: [Cl:22][C:20]1[CH:19]=[CH:18][C:15]([CH:16]=[O:17])=[C:14]([C:6]2[N:2]([CH3:1])[C:3]([CH3:12])=[C:4]([C:7]([O:9][CH2:10][CH3:11])=[O:8])[CH:5]=2)[CH:21]=1. (9) Given the reactants [C:1]1([OH:7])[CH:6]=[CH:5][CH:4]=[CH:3][CH:2]=1.[H-].[Na+].Cl[C:11]1[C:16]([N+:17]([O-:19])=[O:18])=[C:15]([NH:20][CH2:21][CH2:22][O:23][CH2:24][CH2:25][CH2:26][C:27]2[S:28][CH:29]=[CH:30][N:31]=2)[C:14]([CH3:32])=[C:13]([CH3:33])[N:12]=1, predict the reaction product. The product is: [CH3:33][C:13]1[C:14]([CH3:32])=[C:15]([NH:20][CH2:21][CH2:22][O:23][CH2:24][CH2:25][CH2:26][C:27]2[S:28][CH:29]=[CH:30][N:31]=2)[C:16]([N+:17]([O-:19])=[O:18])=[C:11]([O:7][C:1]2[CH:6]=[CH:5][CH:4]=[CH:3][CH:2]=2)[N:12]=1. (10) Given the reactants O[CH2:2][C:3]1[C:4]([CH3:14])=[N+:5]([O-:13])[C:6]([C:9]([F:12])([F:11])[F:10])=[CH:7][CH:8]=1.C(Br)(Br)(Br)[Br:16].C1C=CC(P(C2C=CC=CC=2)C2C=CC=CC=2)=CC=1, predict the reaction product. The product is: [Br:16][CH2:2][C:3]1[C:4]([CH3:14])=[N+:5]([O-:13])[C:6]([C:9]([F:12])([F:11])[F:10])=[CH:7][CH:8]=1.